This data is from Catalyst prediction with 721,799 reactions and 888 catalyst types from USPTO. The task is: Predict which catalyst facilitates the given reaction. (1) Reactant: [CH2:1]([N:8]([N:26]1[CH2:31][CH2:30][O:29][CH2:28][CH2:27]1)[C:9](=[O:25])[C:10]1[CH:15]=[CH:14][C:13]([CH:16]=[N:17][CH2:18][C:19]2[CH:24]=[CH:23][CH:22]=[CH:21][CH:20]=2)=[CH:12][CH:11]=1)[C:2]1[CH:7]=[CH:6][CH:5]=[CH:4][CH:3]=1.[BH4-].[Na+].C([O-])(O)=O.[Na+]. Product: [CH2:1]([N:8]([N:26]1[CH2:27][CH2:28][O:29][CH2:30][CH2:31]1)[C:9](=[O:25])[C:10]1[CH:11]=[CH:12][C:13]([CH2:16][NH:17][CH2:18][C:19]2[CH:24]=[CH:23][CH:22]=[CH:21][CH:20]=2)=[CH:14][CH:15]=1)[C:2]1[CH:7]=[CH:6][CH:5]=[CH:4][CH:3]=1. The catalyst class is: 5. (2) Reactant: [NH2:1][C:2]1[C:3]([F:21])=[C:4]([C:9]([C:11]2[C:19]3[C:14](=[N:15][CH:16]=[C:17]([Cl:20])[CH:18]=3)[NH:13][CH:12]=2)=[O:10])[C:5]([F:8])=[CH:6][CH:7]=1.[F:22][C:23]1[CH:24]=[C:25]([S:30](Cl)(=[O:32])=[O:31])[CH:26]=[C:27]([F:29])[CH:28]=1.N1C=CC=CC=1. Product: [Cl:20][C:17]1[CH:18]=[C:19]2[C:11]([C:9]([C:4]3[C:3]([F:21])=[C:2]([NH:1][S:30]([C:25]4[CH:24]=[C:23]([F:22])[CH:28]=[C:27]([F:29])[CH:26]=4)(=[O:32])=[O:31])[CH:7]=[CH:6][C:5]=3[F:8])=[O:10])=[CH:12][NH:13][C:14]2=[N:15][CH:16]=1. The catalyst class is: 7.